Dataset: TCR-epitope binding with 47,182 pairs between 192 epitopes and 23,139 TCRs. Task: Binary Classification. Given a T-cell receptor sequence (or CDR3 region) and an epitope sequence, predict whether binding occurs between them. (1) The epitope is KLGGALQAK. The TCR CDR3 sequence is CASSQTLAGGGETQYF. Result: 0 (the TCR does not bind to the epitope). (2) The epitope is RQLLFVVEV. The TCR CDR3 sequence is CASSQELPLSSGNNEQFF. Result: 0 (the TCR does not bind to the epitope). (3) The TCR CDR3 sequence is CVSGGPGAQYF. The epitope is RTLNAWVKV. Result: 0 (the TCR does not bind to the epitope). (4) The epitope is IVTDFSVIK. The TCR CDR3 sequence is CSARDSARDRVWEQFF. Result: 1 (the TCR binds to the epitope). (5) The epitope is GTITSGWTF. The TCR CDR3 sequence is CASSSGQRNEKLFF. Result: 1 (the TCR binds to the epitope). (6) The epitope is FVDGVPFVV. The TCR CDR3 sequence is CASSKRTSGTYEQYF. Result: 0 (the TCR does not bind to the epitope). (7) The epitope is ALSKGVHFV. The TCR CDR3 sequence is CASSWVGAEAEKLFF. Result: 1 (the TCR binds to the epitope).